From a dataset of Catalyst prediction with 721,799 reactions and 888 catalyst types from USPTO. Predict which catalyst facilitates the given reaction. (1) Reactant: [Cl:1][C:2]1[N:7]=[C:6]([Cl:8])[N:5]=[C:4](Cl)[N:3]=1.[C:10]1([Mg]Br)[CH:15]=[CH:14][CH:13]=[CH:12][CH:11]=1. Product: [Cl:1][C:2]1[N:7]=[C:6]([Cl:8])[N:5]=[C:4]([C:10]2[CH:15]=[CH:14][CH:13]=[CH:12][CH:11]=2)[N:3]=1. The catalyst class is: 1. (2) Reactant: [N+:1]([C:4]1[CH:5]=[N:6][C:7]2[C:12]([CH:13]=1)=[CH:11][C:10]([O:14][CH2:15][CH2:16][N:17]1[CH2:21][CH2:20][CH2:19][CH2:18]1)=[CH:9][CH:8]=2)([O-])=O.C(N(CC)CC)C. Product: [NH2:1][C:4]1[CH:5]=[N:6][C:7]2[C:12]([CH:13]=1)=[CH:11][C:10]([O:14][CH2:15][CH2:16][N:17]1[CH2:21][CH2:20][CH2:19][CH2:18]1)=[CH:9][CH:8]=2. The catalyst class is: 99. (3) Reactant: [C:1]([N:5]1[C:9]([C:10]2[CH:15]=[C:14]([F:16])[C:13]([F:17])=[CH:12][C:11]=2[F:18])=[C:8]([C@@H:19]([CH:21]2[CH2:23][CH2:22]2)[NH2:20])[CH:7]=[N:6]1)([CH3:4])([CH3:3])[CH3:2].C(N(CC)CC)C.[F:31][C:32]([F:44])([F:43])[C:33]1[CH:38]=[CH:37][C:36]([S:39](Cl)(=[O:41])=[O:40])=[CH:35][CH:34]=1. Product: [C:1]([N:5]1[C:9]([C:10]2[CH:15]=[C:14]([F:16])[C:13]([F:17])=[CH:12][C:11]=2[F:18])=[C:8]([C@@H:19]([CH:21]2[CH2:23][CH2:22]2)[NH:20][S:39]([C:36]2[CH:35]=[CH:34][C:33]([C:32]([F:31])([F:43])[F:44])=[CH:38][CH:37]=2)(=[O:41])=[O:40])[CH:7]=[N:6]1)([CH3:4])([CH3:2])[CH3:3]. The catalyst class is: 2. (4) Product: [C:8]([C:11]1[CH:12]=[CH:13][C:14]([Cl:33])=[C:15]([C:17]2[CH:22]=[CH:21][CH:20]=[C:19]([NH:23][C:24]([C@@H:26]3[CH2:30][C@@H:29]([F:31])[CH2:28][N:27]3[C:47](=[O:48])[CH2:46][N:39]3[C:40]4[C:45](=[CH:44][CH:43]=[CH:42][CH:41]=4)[C:37]([C:34]([NH2:35])=[O:36])=[N:38]3)=[O:25])[C:18]=2[F:32])[CH:16]=1)(=[O:10])[CH3:9]. Reactant: OC(C(F)(F)F)=O.[C:8]([C:11]1[CH:12]=[CH:13][C:14]([Cl:33])=[C:15]([C:17]2[CH:22]=[CH:21][CH:20]=[C:19]([NH:23][C:24]([C@@H:26]3[CH2:30][C@@H:29]([F:31])[CH2:28][NH:27]3)=[O:25])[C:18]=2[F:32])[CH:16]=1)(=[O:10])[CH3:9].[C:34]([C:37]1[C:45]2[C:40](=[CH:41][CH:42]=[CH:43][CH:44]=2)[N:39]([CH2:46][C:47](O)=[O:48])[N:38]=1)(=[O:36])[NH2:35].CN(C(ON1N=NC2C=CC=NC1=2)=[N+](C)C)C.F[P-](F)(F)(F)(F)F.CCN(C(C)C)C(C)C. The catalyst class is: 3. (5) Reactant: [C:1]1(=[O:8])O[C:5](=[O:6])[CH:4]=[C:2]1[CH3:3].[NH2:9][C:10]1[CH:15]=[CH:14][C:13]([Br:16])=[CH:12][N:11]=1. The catalyst class is: 11. Product: [Br:16][C:13]1[CH:14]=[CH:15][C:10]([N:9]2[C:5](=[O:6])[CH:4]=[C:2]([CH3:3])[C:1]2=[O:8])=[N:11][CH:12]=1. (6) The catalyst class is: 15. Product: [CH3:1][O:2][C:3]([C:4]1[CH2:5][CH:6]([C:7]2[CH:12]=[CH:11][CH:10]=[C:9]([Br:13])[CH:8]=2)[N:24]([C:19]2[CH:20]=[CH:21][CH:22]=[CH:23][C:18]=2[Cl:17])[N:25]=1)=[O:15]. Reactant: [CH3:1][O:2][C:3](=[O:15])[C:4](=O)[CH:5]=[CH:6][C:7]1[CH:12]=[CH:11][CH:10]=[C:9]([Br:13])[CH:8]=1.Cl.[Cl:17][C:18]1[CH:23]=[CH:22][CH:21]=[CH:20][C:19]=1[NH:24][NH2:25]. (7) Reactant: [S:1](=[O:10])(=[O:9])([O:3][CH2:4][CH2:5][CH:6]1[CH2:8][CH2:7]1)[NH2:2].C1C=CC=CC=1.CC#N. Product: [CH:6]1([CH:5]2[CH2:4][O:3][S:1](=[O:10])(=[O:9])[NH:2]2)[CH2:8][CH2:7]1. The catalyst class is: 52. (8) Reactant: [CH:1]1([C:7]2[CH:20]=[CH:19][C:10]([O:11][CH2:12][C@H:13]3[O:17][C:16]([NH2:18])=[N:15][CH2:14]3)=[CH:9][CH:8]=2)[CH2:6][CH2:5][CH2:4][CH2:3][CH2:2]1.C([O:23][C:24](=O)[C:25]#[C:26][CH:27]1[CH2:29][CH2:28]1)C.C(C1CC1)#C.ClC(OCC)=O. Product: [CH:1]1([C:7]2[CH:20]=[CH:19][C:10]([O:11][CH2:12][C@H:13]3[O:17][C:16]4=[N:18][C:24](=[O:23])[CH:25]=[C:26]([CH:27]5[CH2:29][CH2:28]5)[N:15]4[CH2:14]3)=[CH:9][CH:8]=2)[CH2:2][CH2:3][CH2:4][CH2:5][CH2:6]1. The catalyst class is: 8. (9) Reactant: [CH2:1]([O:4][C:5]1([CH3:53])[CH2:10][CH2:9][N:8]([C:11]2[N:16]3[N:17]=[C:18]([C:20](=[O:40])[NH:21][CH2:22][CH:23]([OH:39])[CH2:24][C:25]4[CH:30]=[CH:29][CH:28]=[CH:27][C:26]=4[O:31][Si:32]([C:35]([CH3:38])([CH3:37])[CH3:36])([CH3:34])[CH3:33])[CH:19]=[C:15]3[N:14]=[C:13]([CH3:41])[C:12]=2[C@H:42]([O:48][C:49]([CH3:52])([CH3:51])[CH3:50])[C:43]([O:45][CH2:46][CH3:47])=[O:44])[CH2:7][CH2:6]1)[CH:2]=[CH2:3].C[N+]1([O-])CCOCC1. Product: [CH2:1]([O:4][C:5]1([CH3:53])[CH2:6][CH2:7][N:8]([C:11]2[N:16]3[N:17]=[C:18]([C:20](=[O:40])[NH:21][CH2:22][C:23](=[O:39])[CH2:24][C:25]4[CH:30]=[CH:29][CH:28]=[CH:27][C:26]=4[O:31][Si:32]([C:35]([CH3:38])([CH3:37])[CH3:36])([CH3:34])[CH3:33])[CH:19]=[C:15]3[N:14]=[C:13]([CH3:41])[C:12]=2[C@H:42]([O:48][C:49]([CH3:52])([CH3:51])[CH3:50])[C:43]([O:45][CH2:46][CH3:47])=[O:44])[CH2:9][CH2:10]1)[CH:2]=[CH2:3]. The catalyst class is: 862.